From a dataset of Peptide-MHC class I binding affinity with 185,985 pairs from IEDB/IMGT. Regression. Given a peptide amino acid sequence and an MHC pseudo amino acid sequence, predict their binding affinity value. This is MHC class I binding data. (1) The peptide sequence is YTPLNYSKF. The MHC is HLA-A30:01 with pseudo-sequence HLA-A30:01. The binding affinity (normalized) is 0.0975. (2) The peptide sequence is AFHQLVQVI. The MHC is HLA-A80:01 with pseudo-sequence HLA-A80:01. The binding affinity (normalized) is 0.0847. (3) The peptide sequence is LDLVLLNLL. The MHC is HLA-B45:01 with pseudo-sequence HLA-B45:01. The binding affinity (normalized) is 0.128. (4) The peptide sequence is MTLVPVLEKK. The MHC is HLA-A31:01 with pseudo-sequence HLA-A31:01. The binding affinity (normalized) is 0.556.